From a dataset of NCI-60 drug combinations with 297,098 pairs across 59 cell lines. Regression. Given two drug SMILES strings and cell line genomic features, predict the synergy score measuring deviation from expected non-interaction effect. (1) Drug 1: CC1=CC2C(CCC3(C2CCC3(C(=O)C)OC(=O)C)C)C4(C1=CC(=O)CC4)C. Drug 2: CC1=C(C(CCC1)(C)C)C=CC(=CC=CC(=CC(=O)O)C)C. Cell line: A549. Synergy scores: CSS=16.4, Synergy_ZIP=-7.52, Synergy_Bliss=-2.77, Synergy_Loewe=-5.66, Synergy_HSA=2.84. (2) Drug 1: CC1CC2CCC3C(=C)CC(O3)CCC45CC6C(O4)C7C(O6)C(O5)C8C(O7)CCC(O8)CC(=O)CC9C(CC(C1=C)O2)OC(C9OC)CC(CN)O.CS(=O)(=O)O. Drug 2: CC1C(C(CC(O1)OC2CC(CC3=C2C(=C4C(=C3O)C(=O)C5=C(C4=O)C(=CC=C5)OC)O)(C(=O)CO)O)N)O.Cl. Cell line: RXF 393. Synergy scores: CSS=42.9, Synergy_ZIP=-3.30, Synergy_Bliss=-1.02, Synergy_Loewe=0.297, Synergy_HSA=1.35. (3) Drug 1: C(=O)(N)NO. Drug 2: COC1=C2C(=CC3=C1OC=C3)C=CC(=O)O2. Cell line: PC-3. Synergy scores: CSS=2.87, Synergy_ZIP=0.940, Synergy_Bliss=3.02, Synergy_Loewe=1.67, Synergy_HSA=0.900. (4) Drug 1: C1CCN(CC1)CCOC2=CC=C(C=C2)C(=O)C3=C(SC4=C3C=CC(=C4)O)C5=CC=C(C=C5)O. Synergy scores: CSS=77.4, Synergy_ZIP=8.49, Synergy_Bliss=12.6, Synergy_Loewe=-36.9, Synergy_HSA=9.30. Cell line: RPMI-8226. Drug 2: CCC1(CC2CC(C3=C(CCN(C2)C1)C4=CC=CC=C4N3)(C5=C(C=C6C(=C5)C78CCN9C7C(C=CC9)(C(C(C8N6C)(C(=O)OC)O)OC(=O)C)CC)OC)C(=O)OC)O.OS(=O)(=O)O. (5) Drug 1: CC1CCCC2(C(O2)CC(NC(=O)CC(C(C(=O)C(C1O)C)(C)C)O)C(=CC3=CSC(=N3)C)C)C. Drug 2: B(C(CC(C)C)NC(=O)C(CC1=CC=CC=C1)NC(=O)C2=NC=CN=C2)(O)O. Cell line: SN12C. Synergy scores: CSS=77.1, Synergy_ZIP=20.1, Synergy_Bliss=20.1, Synergy_Loewe=4.08, Synergy_HSA=19.2. (6) Synergy scores: CSS=22.0, Synergy_ZIP=-9.14, Synergy_Bliss=0.582, Synergy_Loewe=-2.97, Synergy_HSA=-0.659. Drug 2: CC1=C(N=C(N=C1N)C(CC(=O)N)NCC(C(=O)N)N)C(=O)NC(C(C2=CN=CN2)OC3C(C(C(C(O3)CO)O)O)OC4C(C(C(C(O4)CO)O)OC(=O)N)O)C(=O)NC(C)C(C(C)C(=O)NC(C(C)O)C(=O)NCCC5=NC(=CS5)C6=NC(=CS6)C(=O)NCCC[S+](C)C)O. Drug 1: CC1C(C(=O)NC(C(=O)N2CCCC2C(=O)N(CC(=O)N(C(C(=O)O1)C(C)C)C)C)C(C)C)NC(=O)C3=C4C(=C(C=C3)C)OC5=C(C(=O)C(=C(C5=N4)C(=O)NC6C(OC(=O)C(N(C(=O)CN(C(=O)C7CCCN7C(=O)C(NC6=O)C(C)C)C)C)C(C)C)C)N)C. Cell line: SN12C.